This data is from Forward reaction prediction with 1.9M reactions from USPTO patents (1976-2016). The task is: Predict the product of the given reaction. (1) Given the reactants [Si]([C:8]#[C:9][C:10]1[N:15]=[C:14]([NH2:16])[N:13]=[C:12]([NH:17][C:18]2[CH:23]=[CH:22][C:21]([O:24][C:25]3[CH:30]=[CH:29][N:28]=[C:27]([C:31]([F:34])([F:33])[F:32])[CH:26]=3)=[CH:20][CH:19]=2)[CH:11]=1)(C(C)(C)C)(C)C.[F-].C([N+](CCCC)(CCCC)CCCC)CCC, predict the reaction product. The product is: [C:9]([C:10]1[N:15]=[C:14]([NH2:16])[N:13]=[C:12]([NH:17][C:18]2[CH:23]=[CH:22][C:21]([O:24][C:25]3[CH:30]=[CH:29][N:28]=[C:27]([C:31]([F:34])([F:33])[F:32])[CH:26]=3)=[CH:20][CH:19]=2)[CH:11]=1)#[CH:8]. (2) Given the reactants S(=O)(=O)(O)O.[Br:6][C:7]1[CH:8]=[C:9]([CH:13]=[C:14]([F:16])[CH:15]=1)[C:10]([OH:12])=[O:11].[CH2:17](O)[CH3:18], predict the reaction product. The product is: [Br:6][C:7]1[CH:8]=[C:9]([CH:13]=[C:14]([F:16])[CH:15]=1)[C:10]([O:12][CH2:17][CH3:18])=[O:11]. (3) Given the reactants C([N:8]1[CH2:17][CH2:16][C:15]2[C:14]([C:18]3[CH:23]=[CH:22][CH:21]=[CH:20][N:19]=3)=[N:13][CH:12]=[N:11][C:10]=2[CH2:9]1)C1C=CC=CC=1.C(N(CC)C(C)C)(C)C.[Cl:33]C(OC(Cl)C)=O.C(=O)(O)[O-].[Na+], predict the reaction product. The product is: [ClH:33].[N:19]1[CH:20]=[CH:21][CH:22]=[CH:23][C:18]=1[C:14]1[C:15]2[CH2:16][CH2:17][NH:8][CH2:9][C:10]=2[N:11]=[CH:12][N:13]=1. (4) Given the reactants [C:1]([OH:6])(=[O:5])[C@H:2]([CH3:4])[OH:3].O1[B:12]([C@@H:13]([NH:18][C:19](=[O:32])[CH2:20][NH:21][C:22](=[O:31])[C:23]2[CH:28]=[C:27]([Cl:29])[CH:26]=[CH:25][C:24]=2[Cl:30])[CH2:14][CH:15]([CH3:17])[CH3:16])O[B:12]([C@@H:13]([NH:18][C:19](=[O:32])[CH2:20][NH:21][C:22](=[O:31])[C:23]2[CH:28]=[C:27]([Cl:29])[CH:26]=[CH:25][C:24]=2[Cl:30])[CH2:14][CH:15]([CH3:17])[CH3:16])O[B:12]1[C@@H:13]([NH:18][C:19](=[O:32])[CH2:20][NH:21][C:22](=[O:31])[C:23]1[CH:28]=[C:27]([Cl:29])[CH:26]=[CH:25][C:24]=1[Cl:30])[CH2:14][CH:15]([CH3:17])[CH3:16].CCCCCCC, predict the reaction product. The product is: [Cl:30][C:24]1[CH:25]=[CH:26][C:27]([Cl:29])=[CH:28][C:23]=1[C:22]([NH:21][CH2:20][C:19]([NH:18][C@H:13]([B:12]1[O:3][C@@H:2]([CH3:4])[C:1](=[O:6])[O:5]1)[CH2:14][CH:15]([CH3:17])[CH3:16])=[O:32])=[O:31].